From a dataset of Drug-target binding data from BindingDB using Kd measurements. Regression. Given a target protein amino acid sequence and a drug SMILES string, predict the binding affinity score between them. We predict pKd (pKd = -log10(Kd in M); higher means stronger binding). Dataset: bindingdb_kd. (1) The small molecule is Cc1nc(Nc2ncc(C(=O)Nc3c(C)cccc3Cl)s2)cc(N2CCN(CCO)CC2)n1. The target protein sequence is HHSTVADGLITTLHYPAPKRNKPTVYGVSPNYDKWEMERTDITMKHKLGGGQYGEVYEGVWKKYSLTVAVKTLKEDTMEVEEFLKEAAVMKEIKHPNLVQLLGVCTREPPFYIITEFMTYGNLLDYLRECNRQEVNAVVLLYMATQISSAMEYLEKKNFIHRDLAARNCLVGENHLVKVADFGLSRLMTGDTYTAPAGAKFPIKWTAPESLAYNKFSIKSDVWAFGVLLWEIATYGMSPYPGIDLSQVYELLEKDYRMERPEGCPEKVYELMRACWQWNPSDRPSFAEIHQAFETMFQES. The pKd is 9.0. (2) The compound is O=C(c1cc(Br)c(O)cc1O)N1Cc2ccccc2C1. The target protein sequence is MPEETQTQDQPMEEEEVETFAFQAEIAQLMSLIINTFYSNKEIFLRELISNSSDALDKIRYESLTDPSKLDSGKELHINLIPNKQDRTLTIVDTGIGMTKADLINNLGTIAKSGTKAFMEALQAGADISMIGQFGVGFYSAYLVAEKVTVITKHNDDEQYAWESSAGGSFTVRTDTGEPMGRGTKVILHLKEDQTEYLEERRIKEIVKKHSQFIGYPITLFVEKERDKEVSDDEAE. The pKd is 8.2. (3) The drug is CO[C@@H]1O[C@H](CO)[C@H](O)[C@H](O)[C@H]1O. The target protein (Q05097) has sequence MAWKGEVLANNEAGQVTSIIYNPGDVITIVAAGWASYGPTQKWGPQGDREHPDQGLICHDAFCGALVMKIGNSGTIPVNTGLFRWVAPNNVQGAITLIYNDVPGTYGNNSGSFSVNIGKDQS. The pKd is 4.2. (4) The compound is CN(C)C[C@@H]1CCn2cc(c3ccccc32)C2=C(C(=O)NC2=O)c2cn(c3ccccc23)CCO1. The target protein (O14730) has sequence MDLVGVASPEPGTAAAWGPSKCPWAIPQNTISCSLADVMSEQLAKELQLEEEAAVFPEVAVAEGPFITGENIDTSSDLMLAQMLQMEYDREYDAQLRREEKKFNGDSKVSISFENYRKVHPYEDSDSSEDEVDWQDTRDDPYRPAKPVPTPKKGFIGKGKDITTKHDEVVCGRKNTARMENFAPEFQVGDGIGMDLKLSNHVFNALKQHAYSEERRSARLHEKKEHSTAEKAVDPKTRLLMYKMVNSGMLETITGCISTGKESVVFHAYGGSMEDEKEDSKVIPTECAIKVFKTTLNEFKNRDKYIKDDFRFKDRFSKLNPRKIIRMWAEKEMHNLARMQRAGIPCPTVVLLKKHILVMSFIGHDQVPAPKLKEVKLNSEEMKEAYYQTLHLMRQLYHECTLVHADLSEYNMLWHAGKVWLIDVSQSVEPTHPHGLEFLFRDCRNVSQFFQKGGVKEALSERELFNAVSGLNITADNEADFLAEIEALEKMNEDHVQKNG.... The pKd is 6.2. (5) The compound is CCCCCO[C@H]1O[C@H](COS(=O)(=O)[O-])[C@@H](O[C@@H]2O[C@@H](C(=O)[O-])[C@@H](O[C@H]3O[C@H](COS(=O)(=O)[O-])[C@@H](O[C@@H]4O[C@@H](C(=O)[O-])[C@@H](O[C@H]5O[C@H](COS(=O)(=O)[O-])[C@@H](O[C@@H]6O[C@@H](C(=O)[O-])[C@@H](O)[C@H](O)[C@H]6OS(=O)(=O)[O-])[C@H](O)[C@H]5NC(C)=O)[C@H](O)[C@H]4OS(=O)(=O)[O-])[C@H](O)[C@H]3NS(=O)(=O)[O-])[C@H](O)[C@H]2O)[C@H](O)[C@H]1NC(C)=O.[Na+].[Na+].[Na+].[Na+].[Na+].[Na+].[Na+].[Na+].[Na+]. The target protein (P02776) has sequence MSSAAGFCASRPGLLFLGLLLLPLVVAFASAEAEEDGDLQCLCVKTTSQVRPRHITSLEVIKAGPHCPTAQLIATLKNGRKICLDLQAPLYKKIIKKLLES. The pKd is 5.5. (6) The small molecule is Cc1noc(C)c1-c1ccc(-c2nc3cnccn3c2NC(C)(C)C)cc1. The target protein (Q8IZX4) has sequence MRPGCDLLLRAAATVTAAIMSDSDSEEDSSGGGPFTLAGILFGNISGAGQLEGESVLDDECKKHLAGLGALGLGSLITELTANEELTGTGGALVNDEGWIRSTEDAVDYSDINEVAEDESQRHQQTMGSLQPLYHSDYDEDDYDADCEDIDCKLMPPPPPPPGPMKKDKDQDAITCVSESGEDIILPSIIAPSFLASEKVDFSSYSDSESEMGPQEATQAESEDGKLTLPLAGIMQHDATKLLPSVTELFPEFRPGKVLRFLHLFGPGKNVPSVWRSARRKRKKHRELIQEEQIQEVECSVESEVSQKSLWNYDYAPPPPPEQCLADDEITMMVPVESKFSQSTGDVDKVTDTKPRVAEWRYGPARLWYDMLGVSEDGSGFDYGFKLRKTQHEPVIKSRMMEEFRKLEESNGTDLLADENFLMVTQLHWEDSIIWDGEDIKHKGTKPQGASLAGWLPSIKTRNVMAYNVQQGFAPTLDDDKPWYSIFPIDNEDLVYGRWE.... The pKd is 5.9.